Task: Predict which catalyst facilitates the given reaction.. Dataset: Catalyst prediction with 721,799 reactions and 888 catalyst types from USPTO (1) Reactant: [C:1]([NH:8][C@H](C(O)=O)CC)([O:3][C:4]([CH3:7])([CH3:6])[CH3:5])=[O:2].O[N:16]1[C:21](=[O:22])[CH2:20][CH2:19][C:17]1=O.[CH2:23]1CCC(N=C=NC2CCCCC2)CC1. Product: [CH3:23][C@@H:20]([CH:19]([NH:8][C:1]([O:3][C:4]([CH3:7])([CH3:6])[CH3:5])=[O:2])[CH3:17])[C:21]([NH2:16])=[O:22]. The catalyst class is: 2. (2) Reactant: [CH3:1][O:2][C:3]1[CH:4]=[N:5][C:6]2[C:11]([CH:12]=1)=[C:10]([CH:13]1[CH2:15][O:14]1)[CH:9]=[CH:8][CH:7]=2.[S:16]1[CH:20]=[CH:19][CH:18]=[C:17]1[S:21][CH2:22][CH2:23][CH2:24][N:25]1[CH2:30][CH2:29][NH:28][CH2:27][CH2:26]1.Cl([O-])(=O)(=O)=O.[Li+].C(=O)([O-])[O-].[K+].[K+]. Product: [CH3:1][O:2][C:3]1[CH:4]=[N:5][C:6]2[C:11]([CH:12]=1)=[C:10]([CH:13]([OH:14])[CH2:15][N:28]1[CH2:29][CH2:30][N:25]([CH2:24][CH2:23][CH2:22][S:21][C:17]3[S:16][CH:20]=[CH:19][CH:18]=3)[CH2:26][CH2:27]1)[CH:9]=[CH:8][CH:7]=2. The catalyst class is: 3. (3) Reactant: [C:1]([CH2:4][C:5]1[N:6]=[C:7]([S:10][C:11]([CH3:16])([CH3:15])[C:12]([OH:14])=[O:13])[S:8][CH:9]=1)([OH:3])=O.[CH2:17]([O:19][C:20](=[O:29])[CH2:21][C:22]1[CH:27]=[CH:26][C:25]([NH2:28])=[CH:24][CH:23]=1)[CH3:18].C1C=C2N=NN(O)C2=CC=1.O.C(N=C=NC(C)C)(C)C. Product: [CH2:17]([O:19][C:20](=[O:29])[CH2:21][C:22]1[CH:23]=[CH:24][C:25]([NH:28][C:1](=[O:3])[CH2:4][C:5]2[N:6]=[C:7]([S:10][C:11]([CH3:16])([CH3:15])[C:12]([OH:14])=[O:13])[S:8][CH:9]=2)=[CH:26][CH:27]=1)[CH3:18]. The catalyst class is: 9. (4) Reactant: Br[C:2]([CH3:8])([C:4](=[O:7])[CH2:5][CH3:6])[CH3:3].[SH:9][CH2:10][C:11]([O:13][CH2:14][CH3:15])=[O:12].C(N(CC)CC)C. The catalyst class is: 2. Product: [CH2:14]([O:13][C:11](=[O:12])[CH2:10][S:9][C:2]([CH3:8])([CH3:3])[C:4](=[O:7])[CH2:5][CH3:6])[CH3:15].